This data is from Forward reaction prediction with 1.9M reactions from USPTO patents (1976-2016). The task is: Predict the product of the given reaction. (1) The product is: [F:14][C:15]1[C:20]([F:21])=[CH:19][CH:18]=[CH:17][C:16]=1[CH2:22][O:23][C:2]1[CH:12]=[C:6]2[N:7]([CH3:11])[CH2:8][CH2:9][CH2:10][N:5]2[C:4](=[O:13])[N:3]=1. Given the reactants Cl[C:2]1[CH:12]=[C:6]2[N:7]([CH3:11])[CH2:8][CH2:9][CH2:10][N:5]2[C:4](=[O:13])[N:3]=1.[F:14][C:15]1[C:20]([F:21])=[CH:19][CH:18]=[CH:17][C:16]=1[CH2:22][OH:23], predict the reaction product. (2) Given the reactants [NH2:1][CH2:2][CH2:3][CH2:4][C@H:5]1[O:9][C:8](=[O:10])[N:7]([C:11]2[CH:12]=[CH:13][C:14]3[S:19][CH2:18][C:17](=[O:20])[NH:16][C:15]=3[CH:21]=2)[CH2:6]1.[CH2:22]([N:25]1C(=O)O[C:28](=[O:29])[C:27]2=[CH:33][CH:34]=[CH:35][CH:36]=[C:26]12)[CH2:23][CH3:24], predict the reaction product. The product is: [O:10]=[C:8]1[N:7]([C:11]2[CH:12]=[CH:13][C:14]3[S:19][CH2:18][C:17](=[O:20])[NH:16][C:15]=3[CH:21]=2)[CH2:6][C@@H:5]([CH2:4][CH2:3][CH2:2][NH:1][C:28](=[O:29])[C:27]2[CH:33]=[CH:34][CH:35]=[CH:36][C:26]=2[NH:25][CH2:22][CH2:23][CH3:24])[O:9]1. (3) Given the reactants [CH3:1][N:2]1[CH2:7][CH2:6][N:5]([C:8]2[CH:16]=[CH:15][C:11]([C:12]([OH:14])=O)=[CH:10][CH:9]=2)[CH2:4][CH2:3]1.[C:17]([O:21][C:22]([NH:24][C:25]1[CH:30]=[CH:29][CH:28]=[CH:27][C:26]=1[NH2:31])=[O:23])([CH3:20])([CH3:19])[CH3:18].O, predict the reaction product. The product is: [C:17]([O:21][C:22]([NH:24][C:25]1[CH:30]=[CH:29][CH:28]=[CH:27][C:26]=1[NH:31][C:12](=[O:14])[C:11]1[CH:10]=[CH:9][C:8]([N:5]2[CH2:4][CH2:3][N:2]([CH3:1])[CH2:7][CH2:6]2)=[CH:16][CH:15]=1)=[O:23])([CH3:20])([CH3:18])[CH3:19]. (4) The product is: [CH2:9]([O:8][C:6](=[O:7])/[C:5](/[O:4][CH2:2][CH3:3])=[CH:58]/[C:52]1[C:53]2[O:57][CH:56]=[CH:55][C:54]=2[C:49]([O:48][CH2:41][C:42]2[CH:43]=[CH:44][CH:45]=[CH:46][CH:47]=2)=[CH:50][CH:51]=1)[CH3:10]. Given the reactants [Cl-].[CH2:2]([O:4][CH:5]([P+](C1C=CC=CC=1)(C1C=CC=CC=1)C1C=CC=CC=1)[C:6]([O:8][CH2:9][CH3:10])=[O:7])[CH3:3].C1CCN2C(=NCCC2)CC1.[CH2:41]([O:48][C:49]1[C:54]2[CH:55]=[CH:56][O:57][C:53]=2[C:52]([CH:58]=O)=[CH:51][CH:50]=1)[C:42]1[CH:47]=[CH:46][CH:45]=[CH:44][CH:43]=1, predict the reaction product. (5) The product is: [CH:1]1([C:4]([C:6]2[C:7]([F:23])=[CH:8][C:9]([O:13][CH2:14][C:15]3[CH:16]=[CH:17][C:18]([O:21][CH3:22])=[CH:19][CH:20]=3)=[CH:10][C:11]=2[F:12])=[O:5])[CH2:3][CH2:2]1. Given the reactants [CH:1]1([CH:4]([C:6]2[C:11]([F:12])=[CH:10][C:9]([O:13][CH2:14][C:15]3[CH:20]=[CH:19][C:18]([O:21][CH3:22])=[CH:17][CH:16]=3)=[CH:8][C:7]=2[F:23])[OH:5])[CH2:3][CH2:2]1.O([N+]1([O-])CCOCC1)C, predict the reaction product. (6) Given the reactants C([C:4]1[CH:22]=[C:21]([OH:23])[CH:20]=[C:19](CC=C)[C:5]=1[O:6][CH:7]([C:12]1[CH:17]=[CH:16][C:15](Cl)=[CH:14][CH:13]=1)C(OC)=O)C=C.[OH-].[Na+], predict the reaction product. The product is: [CH2:22]([C:22]1[CH:4]=[C:5]([O:6][CH2:7][C:12]2[CH:13]=[CH:14][CH:15]=[CH:16][CH:17]=2)[CH:19]=[C:20]([CH2:13][CH:12]=[CH2:7])[C:21]=1[OH:23])[CH:4]=[CH2:5].